Regression/Classification. Given a drug SMILES string, predict its absorption, distribution, metabolism, or excretion properties. Task type varies by dataset: regression for continuous measurements (e.g., permeability, clearance, half-life) or binary classification for categorical outcomes (e.g., BBB penetration, CYP inhibition). For this dataset (lipophilicity_astrazeneca), we predict Y. From a dataset of Experimental lipophilicity measurements (octanol/water distribution) for 4,200 compounds from AstraZeneca. (1) The drug is CC(Cc1ccc(O)cc1)NCC(O)c1cc(O)cc(O)c1. The Y is -0.0600 logD. (2) The compound is CN[C@@H](C)C(=O)N[C@H](C(=O)N[C@H]1CCCN(CCc2ccc(C(F)(F)F)cc2)C1)C(C)(C)C. The Y is 2.85 logD. (3) The compound is Nc1ccc2ncnc(Nc3ccc(F)c(Cl)c3)c2c1. The Y is 2.64 logD. (4) The drug is CN(c1ncccc1CNc1nc(Nc2ccc3c(c2)CC(=O)N3)ncc1C(F)(F)F)S(C)(=O)=O. The Y is 2.63 logD. (5) The drug is Cc1cccc(Nc2ncnc3ccccc23)c1. The Y is 3.21 logD. (6) The molecule is CS(=O)(=O)c1cccc(Nc2nccc(Nc3cccc4c3OCO4)n2)c1. The Y is 2.83 logD. (7) The molecule is COc1ccccc1OCC(O)CO. The Y is 0.240 logD. (8) The drug is Cc1nc(C)c(-c2ccc3c(c2)CC[C@]32CC[C@@H](Cc3nnn[nH]3)CC2)nc1C(N)=O. The Y is 2.00 logD. (9) The compound is Cc1nc(-c2ccccn2)nc(N2CCCC2)c1Cl. The Y is 3.20 logD.